From a dataset of Forward reaction prediction with 1.9M reactions from USPTO patents (1976-2016). Predict the product of the given reaction. (1) Given the reactants C([O:8][CH:9]1[CH2:13][CH2:12][N:11]([C:14]2[CH:19]=[CH:18][C:17]([C:20]3[NH:25][C:24](=[O:26])[C:23]([C:27]([O:29][CH3:30])=[O:28])=[CH:22][C:21]=3[CH2:31][CH3:32])=[CH:16][CH:15]=2)[CH2:10]1)C1C=CC=CC=1, predict the reaction product. The product is: [CH2:31]([C:21]1[CH:22]=[C:23]([C:27]([O:29][CH3:30])=[O:28])[C:24](=[O:26])[NH:25][C:20]=1[C:17]1[CH:16]=[CH:15][C:14]([N:11]2[CH2:12][CH2:13][CH:9]([OH:8])[CH2:10]2)=[CH:19][CH:18]=1)[CH3:32]. (2) Given the reactants [Si]([O:8][CH2:9][C@@H:10]1[C@@H:14]([O:15][Si:16]([CH:23]([CH3:25])[CH3:24])([CH:20]([CH3:22])[CH3:21])[CH:17]([CH3:19])[CH3:18])[CH2:13][C@H:12]([NH:26][C:27]2[C:32]([C:33]([C:35]3[S:39][C:38]([Cl:40])=[C:37]([C:41](=[O:43])[CH3:42])[CH:36]=3)=[O:34])=[CH:31][N:30]=[CH:29][N:28]=2)[CH2:11]1)(C(C)(C)C)(C)C.Cl, predict the reaction product. The product is: [Cl:40][C:38]1[S:39][C:35]([C:33]([C:32]2[C:27]([NH:26][C@H:12]3[CH2:13][C@H:14]([O:15][Si:16]([CH:23]([CH3:25])[CH3:24])([CH:20]([CH3:21])[CH3:22])[CH:17]([CH3:18])[CH3:19])[C@@H:10]([CH2:9][OH:8])[CH2:11]3)=[N:28][CH:29]=[N:30][CH:31]=2)=[O:34])=[CH:36][C:37]=1[C:41](=[O:43])[CH3:42]. (3) Given the reactants [OH:1][CH2:2][C:3]([C@H:5]([C@@H:7]([C@@H:9]([CH2:11][OH:12])[OH:10])[OH:8])[OH:6])=[O:4], predict the reaction product. The product is: [OH:1][CH2:2][C:3]([C@@H:5]([C@@H:7]([C@@H:9]([CH2:11][OH:12])[OH:10])[OH:8])[OH:6])=[O:4]. (4) Given the reactants [OH:1][C@@H:2]1[CH2:7][CH2:6][CH2:5][CH2:4][C@H:3]1[NH:8][C:9]([C:11]1[C:16]([C:17]([F:20])([F:19])[F:18])=[N:15][C:14](Br)=[C:13]([C:22]2[CH:27]=[CH:26][C:25]([Cl:28])=[CH:24][CH:23]=2)[N:12]=1)=[O:10].[CH:29]1([CH2:32][O-:33])[CH2:31][CH2:30]1.[Li+], predict the reaction product. The product is: [OH:1][C@@H:2]1[CH2:7][CH2:6][CH2:5][CH2:4][C@H:3]1[NH:8][C:9]([C:11]1[C:16]([C:17]([F:20])([F:19])[F:18])=[N:15][C:14]([O:33][CH2:32][CH:29]2[CH2:31][CH2:30]2)=[C:13]([C:22]2[CH:27]=[CH:26][C:25]([Cl:28])=[CH:24][CH:23]=2)[N:12]=1)=[O:10]. (5) Given the reactants [Cl:1][C:2]1[CH:3]=[C:4]2[C:8](=[C:9]([C:11]([OH:13])=O)[CH:10]=1)[NH:7][CH:6]=[CH:5]2.CN(C(ON1N=NC2C=CC=CC1=2)=[N+](C)C)C.[B-](F)(F)(F)F.C(N(CC)C(C)C)(C)C.[C:45]([C:49]1[CH:66]=[CH:65][C:52]([CH2:53][NH:54][CH2:55][CH:56]([C:58]2[CH:63]=[CH:62][C:61]([Cl:64])=[CH:60][CH:59]=2)[F:57])=[CH:51][CH:50]=1)([CH3:48])([CH3:47])[CH3:46], predict the reaction product. The product is: [C:45]([C:49]1[CH:66]=[CH:65][C:52]([CH2:53][N:54]([CH2:55][CH:56]([C:58]2[CH:59]=[CH:60][C:61]([Cl:64])=[CH:62][CH:63]=2)[F:57])[C:11]([C:9]2[CH:10]=[C:2]([Cl:1])[CH:3]=[C:4]3[C:8]=2[NH:7][CH:6]=[CH:5]3)=[O:13])=[CH:51][CH:50]=1)([CH3:48])([CH3:46])[CH3:47]. (6) Given the reactants CO.[Cl:3][C:4]1[CH:5]=[CH:6][C:7]([S:10][CH:11]([C:18]2[CH:23]=[C:22]([F:24])[CH:21]=[CH:20][C:19]=2[F:25])[C:12]2[CH:17]=[CH:16][N:15]=[CH:14][CH:13]=2)=[N:8][CH:9]=1.[OH2:26].[OH:27]OS([O-])=O.[K+], predict the reaction product. The product is: [Cl:3][C:4]1[CH:5]=[CH:6][C:7]([S:10]([CH:11]([C:18]2[CH:23]=[C:22]([F:24])[CH:21]=[CH:20][C:19]=2[F:25])[C:12]2[CH:13]=[CH:14][N:15]=[CH:16][CH:17]=2)(=[O:27])=[O:26])=[N:8][CH:9]=1. (7) Given the reactants [O:1]=[C:2]1[CH2:10][C:9]2[C:4](=[CH:5][CH:6]=[CH:7][C:8]=2[NH:11][C:12]([CH2:14][N:15]2[CH2:21][CH:20]3[N:22](C(OC(C)(C)C)=O)[CH:17]([CH2:18][CH2:19]3)[CH2:16]2)=[O:13])[NH:3]1.O1CCOCC1.CO.[ClH:38], predict the reaction product. The product is: [ClH:38].[CH:20]12[NH:22][CH:17]([CH2:18][CH2:19]1)[CH2:16][N:15]([CH2:14][C:12]([NH:11][C:8]1[CH:7]=[CH:6][CH:5]=[C:4]3[C:9]=1[CH2:10][C:2](=[O:1])[NH:3]3)=[O:13])[CH2:21]2. (8) Given the reactants C(NC(C)C)(C)C.[Li]CCCC.[CH3:13][C:14](=[O:18])[O:15][CH2:16][CH3:17].[CH2:19]([N:26]1[CH:31]2[C:32]([F:35])([F:34])[CH2:33][CH:27]1[CH2:28][C:29](=[O:36])[CH2:30]2)[C:20]1[CH:25]=[CH:24][CH:23]=[CH:22][CH:21]=1, predict the reaction product. The product is: [CH2:19]([N:26]1[CH:31]2[C:32]([F:35])([F:34])[CH2:33][CH:27]1[CH2:28][C:29]([CH2:13][C:14]([O:15][CH2:16][CH3:17])=[O:18])([OH:36])[CH2:30]2)[C:20]1[CH:21]=[CH:22][CH:23]=[CH:24][CH:25]=1. (9) Given the reactants [CH3:1][O:2][C:3]([C:8]1[C:17]2[C:12](=[CH:13][CH:14]=[CH:15][CH:16]=2)[CH:11]=[CH:10][CH:9]=1)([CH3:7])[C:4]([OH:6])=O.[NH2:18][CH2:19][C:20]1[CH:27]=[CH:26][C:23]([C:24]#[N:25])=[CH:22][CH:21]=1, predict the reaction product. The product is: [C:19]([C:20]1[CH:27]=[CH:26][C:23]([CH2:24][NH:25][C:4](=[O:6])[C:3]([O:2][CH3:1])([C:8]2[C:17]3[C:12](=[CH:13][CH:14]=[CH:15][CH:16]=3)[CH:11]=[CH:10][CH:9]=2)[CH3:7])=[CH:22][CH:21]=1)#[N:18]. (10) Given the reactants [Cl:1][C:2]1[N:7]=[CH:6][N:5]=[C:4]([O:8][C:9]2[CH:15]=[CH:14][C:12]([NH2:13])=[CH:11][CH:10]=2)[CH:3]=1.CCN(CC)CC.[C:23](Cl)(Cl)=[O:24].[CH2:27]([N:29]1[CH2:34][CH2:33][N:32]([CH2:35][C:36]2[CH:37]=[C:38]([NH2:46])[CH:39]=[C:40]([C:42]([F:45])([F:44])[F:43])[CH:41]=2)[CH2:31][CH2:30]1)[CH3:28], predict the reaction product. The product is: [Cl:1][C:2]1[N:7]=[CH:6][N:5]=[C:4]([O:8][C:9]2[CH:15]=[CH:14][C:12]([NH:13][C:23]([NH:46][C:38]3[CH:39]=[C:40]([C:42]([F:43])([F:44])[F:45])[CH:41]=[C:36]([CH2:35][N:32]4[CH2:31][CH2:30][N:29]([CH2:27][CH3:28])[CH2:34][CH2:33]4)[CH:37]=3)=[O:24])=[CH:11][CH:10]=2)[CH:3]=1.